From a dataset of Full USPTO retrosynthesis dataset with 1.9M reactions from patents (1976-2016). Predict the reactants needed to synthesize the given product. Given the product [CH:30]([C:33]1[N:34]([C:2]2[N:3]=[C:4]([N:24]3[CH2:29][CH2:28][O:27][CH2:26][CH2:25]3)[C:5]3[N:11]=[C:10]([CH:12]=[C:13]4[CH2:14][N:15]([C:17]([O:19][C:20]([CH3:21])([CH3:23])[CH3:22])=[O:18])[CH2:16]4)[CH:9]=[CH:8][C:6]=3[N:7]=2)[C:35]2[CH:41]=[CH:40][CH:39]=[CH:38][C:36]=2[N:37]=1)([CH3:32])[CH3:31], predict the reactants needed to synthesize it. The reactants are: Cl[C:2]1[N:3]=[C:4]([N:24]2[CH2:29][CH2:28][O:27][CH2:26][CH2:25]2)[C:5]2[N:11]=[C:10]([CH:12]=[C:13]3[CH2:16][N:15]([C:17]([O:19][C:20]([CH3:23])([CH3:22])[CH3:21])=[O:18])[CH2:14]3)[CH:9]=[CH:8][C:6]=2[N:7]=1.[CH:30]([C:33]1[NH:37][C:36]2[CH:38]=[CH:39][CH:40]=[CH:41][C:35]=2[N:34]=1)([CH3:32])[CH3:31].CC(C)([O-])C.[Na+].